This data is from Catalyst prediction with 721,799 reactions and 888 catalyst types from USPTO. The task is: Predict which catalyst facilitates the given reaction. (1) Reactant: [NH2:1][C:2]1[CH:10]=[C:9]([F:11])[CH:8]=[CH:7][C:3]=1[C:4]([OH:6])=[O:5].[N:12]1[CH:17]=[CH:16][C:15]([CH:18]=O)=[CH:14][CH:13]=1.C(O[BH-](OC(=O)C)OC(=O)C)(=O)C.[Na+]. Product: [F:11][C:9]1[CH:8]=[CH:7][C:3]([C:4]([OH:6])=[O:5])=[C:2]([NH:1][CH2:18][C:15]2[CH:16]=[CH:17][N:12]=[CH:13][CH:14]=2)[CH:10]=1. The catalyst class is: 26. (2) Reactant: [OH:1][C:2]1[CH:7]=[CH:6][C:5]([N+:8]([O-:10])=[O:9])=[CH:4][C:3]=1[C:11](=[O:14])[CH2:12][CH3:13].[H-].[Na+].Br[CH2:18][C:19]([O:21][CH3:22])=[O:20].O. Product: [N+:8]([C:5]1[CH:6]=[CH:7][C:2]([O:1][CH2:18][C:19]([O:21][CH3:22])=[O:20])=[C:3]([C:11](=[O:14])[CH2:12][CH3:13])[CH:4]=1)([O-:10])=[O:9]. The catalyst class is: 3. (3) Reactant: [NH2:1][C:2]1[CH:32]=[CH:31][C:5]([C:6]([C:8]2[CH:17]=[C:16]3[C:11]([N:12]=[CH:13][C:14]([N:18]4[CH2:23][CH2:22][N:21]([C:24]([O:26][C:27]([CH3:30])([CH3:29])[CH3:28])=[O:25])[CH2:20][CH2:19]4)=[N:15]3)=[CH:10][CH:9]=2)=[O:7])=[C:4]([F:33])[CH:3]=1.[F:34][C:35]1[CH:36]=[C:37]([CH:41]=[CH:42][CH:43]=1)[C:38](Cl)=[O:39]. Product: [F:33][C:4]1[CH:3]=[C:2]([NH:1][C:38](=[O:39])[C:37]2[CH:41]=[CH:42][CH:43]=[C:35]([F:34])[CH:36]=2)[CH:32]=[CH:31][C:5]=1[C:6]([C:8]1[CH:17]=[C:16]2[C:11]([N:12]=[CH:13][C:14]([N:18]3[CH2:19][CH2:20][N:21]([C:24]([O:26][C:27]([CH3:28])([CH3:29])[CH3:30])=[O:25])[CH2:22][CH2:23]3)=[N:15]2)=[CH:10][CH:9]=1)=[O:7]. The catalyst class is: 17. (4) Reactant: [N:1]1([C:7]2[CH:8]=[C:9]([CH:14]=[C:15]([N+:17]([O-])=O)[CH:16]=2)[C:10]([O:12]C)=[O:11])[CH2:6][CH2:5][O:4][CH2:3][CH2:2]1.[OH-].[Na+].C(#N)C.O.C(O)(C(F)(F)F)=O. Product: [NH2:17][C:15]1[CH:14]=[C:9]([CH:8]=[C:7]([N:1]2[CH2:6][CH2:5][O:4][CH2:3][CH2:2]2)[CH:16]=1)[C:10]([OH:12])=[O:11]. The catalyst class is: 19. (5) Reactant: C([O:3][C:4](=[O:35])[CH:5]([C:9]1[C:14]([F:15])=[CH:13][C:12]([O:16][Si](C(C)(C)C)(C2C=CC=CC=2)C2C=CC=CC=2)=[CH:11][C:10]=1[F:34])[O:6][CH2:7][CH3:8])C.C1COCC1.CO.O[Li].O. The catalyst class is: 6. Product: [F:15][C:14]1[CH:13]=[C:12]([OH:16])[CH:11]=[C:10]([F:34])[C:9]=1[CH:5]([O:6][CH2:7][CH3:8])[C:4]([OH:35])=[O:3]. (6) Reactant: O[N:2]=[C:3]([C:5]1[CH:6]=[C:7]([CH:11]=[CH:12][CH:13]=1)[C:8]([OH:10])=[O:9])[CH3:4].[ClH:14]. Product: [ClH:14].[NH2:2][CH:3]([C:5]1[CH:6]=[C:7]([CH:11]=[CH:12][CH:13]=1)[C:8]([OH:10])=[O:9])[CH3:4]. The catalyst class is: 63. (7) The catalyst class is: 4. Reactant: [C:1]([O:5][C:6]([C:8]1[C:16]2[CH2:15][CH2:14][N:13]([CH2:17][C:18]3[CH:23]=[CH:22][C:21]([O:24][CH3:25])=[CH:20][CH:19]=3)[CH:12]([CH2:26][NH2:27])[C:11]=2[S:10][C:9]=1[NH2:28])=[O:7])([CH3:4])([CH3:3])[CH3:2].[C:29](Cl)(=[O:31])[CH3:30]. Product: [C:1]([O:5][C:6]([C:8]1[C:16]2[CH2:15][CH2:14][N:13]([CH2:17][C:18]3[CH:19]=[CH:20][C:21]([O:24][CH3:25])=[CH:22][CH:23]=3)[CH:12]([CH2:26][NH:27][C:29](=[O:31])[CH3:30])[C:11]=2[S:10][C:9]=1[NH2:28])=[O:7])([CH3:4])([CH3:2])[CH3:3]. (8) Reactant: [NH2:1][C@H:2]1[C:11]2[C:6](=[CH:7][CH:8]=[C:9]([F:12])[CH:10]=2)[N:5]([C:13](=[O:15])[CH3:14])[C@@H:4]([CH2:16][CH3:17])[C@@H:3]1[CH3:18].Br[C:20]1[CH:25]=[CH:24][CH:23]=[C:22]([O:26][CH3:27])[N:21]=1.CC(C)([O-])C.[Na+].CN(C1C(C2C(P(C3CCCCC3)C3CCCCC3)=CC=CC=2)=CC=CC=1)C. Product: [CH2:16]([C@H:4]1[C@H:3]([CH3:18])[C@@H:2]([NH:1][C:20]2[CH:25]=[CH:24][CH:23]=[C:22]([O:26][CH3:27])[N:21]=2)[C:11]2[C:6](=[CH:7][CH:8]=[C:9]([F:12])[CH:10]=2)[N:5]1[C:13](=[O:15])[CH3:14])[CH3:17]. The catalyst class is: 62.